From a dataset of Merck oncology drug combination screen with 23,052 pairs across 39 cell lines. Regression. Given two drug SMILES strings and cell line genomic features, predict the synergy score measuring deviation from expected non-interaction effect. (1) Drug 1: CC1CC2C3CCC4=CC(=O)C=CC4(C)C3(F)C(O)CC2(C)C1(O)C(=O)CO. Drug 2: COC1CC2CCC(C)C(O)(O2)C(=O)C(=O)N2CCCCC2C(=O)OC(C(C)CC2CCC(OP(C)(C)=O)C(OC)C2)CC(=O)C(C)C=C(C)C(O)C(OC)C(=O)C(C)CC(C)C=CC=CC=C1C. Cell line: CAOV3. Synergy scores: synergy=47.7. (2) Drug 1: COC1=C2CC(C)CC(OC)C(O)C(C)C=C(C)C(OC(N)=O)C(OC)C=CC=C(C)C(=O)NC(=CC1=O)C2=O. Drug 2: CCC1(O)C(=O)OCc2c1cc1n(c2=O)Cc2cc3c(CN(C)C)c(O)ccc3nc2-1. Cell line: SKOV3. Synergy scores: synergy=-2.28. (3) Synergy scores: synergy=-2.32. Drug 2: COC1=C2CC(C)CC(OC)C(O)C(C)C=C(C)C(OC(N)=O)C(OC)C=CC=C(C)C(=O)NC(=CC1=O)C2=O. Drug 1: Cn1nnc2c(C(N)=O)ncn2c1=O. Cell line: SW620. (4) Drug 1: COC12C(COC(N)=O)C3=C(C(=O)C(C)=C(N)C3=O)N1CC1NC12. Drug 2: CC1(c2nc3c(C(N)=O)cccc3[nH]2)CCCN1. Cell line: UWB1289. Synergy scores: synergy=-1.43. (5) Drug 1: Nc1ccn(C2OC(CO)C(O)C2(F)F)c(=O)n1. Drug 2: COC1CC2CCC(C)C(O)(O2)C(=O)C(=O)N2CCCCC2C(=O)OC(C(C)CC2CCC(OP(C)(C)=O)C(OC)C2)CC(=O)C(C)C=C(C)C(O)C(OC)C(=O)C(C)CC(C)C=CC=CC=C1C. Cell line: NCIH1650. Synergy scores: synergy=9.12. (6) Drug 1: O=C(NOCC(O)CO)c1ccc(F)c(F)c1Nc1ccc(I)cc1F. Drug 2: Cn1c(=O)n(-c2ccc(C(C)(C)C#N)cc2)c2c3cc(-c4cnc5ccccc5c4)ccc3ncc21. Cell line: ZR751. Synergy scores: synergy=54.8.